From a dataset of Full USPTO retrosynthesis dataset with 1.9M reactions from patents (1976-2016). Predict the reactants needed to synthesize the given product. (1) Given the product [Br:3][C:4]1[CH:5]=[C:6]([Cl:15])[CH:7]=[C:8]2[C:13]=1[O:12][CH2:11][CH2:10][CH:9]2[OH:14], predict the reactants needed to synthesize it. The reactants are: [BH4-].[Na+].[Br:3][C:4]1[CH:5]=[C:6]([Cl:15])[CH:7]=[C:8]2[C:13]=1[O:12][CH2:11][CH2:10][C:9]2=[O:14]. (2) Given the product [F:1][C:2]1[CH:7]=[C:6]([F:8])[CH:5]=[CH:4][C:3]=1[N:9]1[C:17](=[O:18])[C:16]2[C@H:15]3[C:19]([CH3:21])([CH3:20])[C@:12]([CH3:22])([CH2:13][CH2:14]3)[C:11]=2[N:10]1[CH3:24], predict the reactants needed to synthesize it. The reactants are: [F:1][C:2]1[CH:7]=[C:6]([F:8])[CH:5]=[CH:4][C:3]=1[N:9]1[C:17](=[O:18])[C:16]2[C@H:15]3[C:19]([CH3:21])([CH3:20])[C@:12]([CH3:22])([CH2:13][CH2:14]3)[C:11]=2[NH:10]1.I[CH3:24].